This data is from Peptide-MHC class II binding affinity with 134,281 pairs from IEDB. The task is: Regression. Given a peptide amino acid sequence and an MHC pseudo amino acid sequence, predict their binding affinity value. This is MHC class II binding data. (1) The peptide sequence is GCLQIVDKIDAAFKI. The MHC is DRB1_0401 with pseudo-sequence DRB1_0401. The binding affinity (normalized) is 0.528. (2) The peptide sequence is SMPFLRKTRWTFLLS. The MHC is DRB1_1301 with pseudo-sequence DRB1_1301. The binding affinity (normalized) is 0.872. (3) The peptide sequence is TNLKVQLIRMAEAEM. The MHC is DRB1_0404 with pseudo-sequence DRB1_0404. The binding affinity (normalized) is 0.620. (4) The peptide sequence is GELQIVDKIDAAFLI. The MHC is DRB1_1201 with pseudo-sequence DRB1_1201. The binding affinity (normalized) is 0.596. (5) The peptide sequence is TSAVGAPTGATTAAA. The MHC is DRB4_0101 with pseudo-sequence DRB4_0103. The binding affinity (normalized) is 0.104. (6) The peptide sequence is DSDAASPRMAPRAPWIEQE. The MHC is DRB1_1101 with pseudo-sequence DRB1_1101. The binding affinity (normalized) is 0.